This data is from CYP2C19 inhibition data for predicting drug metabolism from PubChem BioAssay. The task is: Regression/Classification. Given a drug SMILES string, predict its absorption, distribution, metabolism, or excretion properties. Task type varies by dataset: regression for continuous measurements (e.g., permeability, clearance, half-life) or binary classification for categorical outcomes (e.g., BBB penetration, CYP inhibition). Dataset: cyp2c19_veith. (1) The molecule is CC(C)CO/N=C1/C[C@@H](O)[C@@H](O)[C@H]2[C@@H]1CC[C@@H]1C(=O)N(c3cccc(Oc4ccccc4)c3)C(=O)[C@H]12. The result is 0 (non-inhibitor). (2) The drug is CCCn1c(=O)c(C)cn2nc(N)nc12. The result is 1 (inhibitor). (3) The drug is N[C@H](Cc1ccc2oc3cc(=O)c4ccccc4c-3nc2c1)C(=O)O.O=[N+]([O-])O. The result is 0 (non-inhibitor). (4) The compound is Cc1cc2nnc(SCCCCN3C(=O)c4ccccc4C3=O)n2c2ccccc12. The result is 1 (inhibitor). (5) The molecule is O=C(O)c1cc(-c2ccc(F)cc2F)ccc1O. The result is 0 (non-inhibitor). (6) The molecule is CCNC(=S)NNC(=O)c1cccn(Cc2ccc(Cl)cc2Cl)c1=O. The result is 1 (inhibitor).